Dataset: NCI-60 drug combinations with 297,098 pairs across 59 cell lines. Task: Regression. Given two drug SMILES strings and cell line genomic features, predict the synergy score measuring deviation from expected non-interaction effect. Drug 1: CCCS(=O)(=O)NC1=C(C(=C(C=C1)F)C(=O)C2=CNC3=C2C=C(C=N3)C4=CC=C(C=C4)Cl)F. Drug 2: C1CCN(CC1)CCOC2=CC=C(C=C2)C(=O)C3=C(SC4=C3C=CC(=C4)O)C5=CC=C(C=C5)O. Cell line: NCI-H460. Synergy scores: CSS=4.52, Synergy_ZIP=4.95, Synergy_Bliss=10.5, Synergy_Loewe=9.62, Synergy_HSA=7.64.